Dataset: Catalyst prediction with 721,799 reactions and 888 catalyst types from USPTO. Task: Predict which catalyst facilitates the given reaction. (1) Reactant: [NH2:1][CH2:2][C:3]1[CH:10]=[CH:9][C:6]([C:7]#[N:8])=[CH:5][CH:4]=1.C(N(CC)CC)C.[CH3:18][S:19](Cl)(=[O:21])=[O:20].O. Product: [C:7]([C:6]1[CH:9]=[CH:10][C:3]([CH2:2][NH:1][S:19]([CH3:18])(=[O:21])=[O:20])=[CH:4][CH:5]=1)#[N:8]. The catalyst class is: 7. (2) The catalyst class is: 83. Reactant: [C:1]([O:5][C:6]([N:8]1[CH2:13][CH2:12][N:11]([C:14]2[N:22]([CH2:23][C:24]#[C:25][CH3:26])[C:21]3[C:20](=[O:27])[N:19](COC(=O)C(C)(C)C)[C:18](=[O:36])[N:17](COC(=O)C(C)(C)C)[C:16]=3[N:15]=2)[CH2:10][CH2:9]1)=[O:7])([CH3:4])([CH3:3])[CH3:2].[H-].[Na+].Cl. Product: [C:1]([O:5][C:6]([N:8]1[CH2:9][CH2:10][N:11]([C:14]2[N:22]([CH2:23][C:24]#[C:25][CH3:26])[C:21]3[C:20](=[O:27])[NH:19][C:18](=[O:36])[NH:17][C:16]=3[N:15]=2)[CH2:12][CH2:13]1)=[O:7])([CH3:4])([CH3:2])[CH3:3]. (3) The catalyst class is: 10. Product: [Cl:1][C:2]1[CH:8]=[CH:7][C:5]([O:6][CH2:17][C:16]2[CH:19]=[CH:20][C:13]([Cl:12])=[CH:14][CH:15]=2)=[CH:4][C:3]=1[OH:9]. Reactant: [Cl:1][C:2]1[CH:8]=[CH:7][C:5]([OH:6])=[CH:4][C:3]=1[OH:9].[F-].[K+].[Cl:12][C:13]1[CH:20]=[CH:19][C:16]([CH2:17]Cl)=[CH:15][CH:14]=1. (4) Reactant: C(O)(C(F)(F)F)=O.[NH:8]1[C:12]2[CH:13]=[CH:14][CH:15]=[CH:16][C:11]=2[N:10]=[C:9]1[C:17]1[C:25]2[C:20](=[CH:21][CH:22]=[C:23]([C:26]3[CH:31]=[CH:30][C:29]([C:32]([CH3:36])([CH3:35])[C:33]#[N:34])=[CH:28][CH:27]=3)[CH:24]=2)[N:19](C2CCCCO2)[N:18]=1. Product: [NH:10]1[C:11]2[CH:16]=[CH:15][CH:14]=[CH:13][C:12]=2[N:8]=[C:9]1[C:17]1[C:25]2[C:20](=[CH:21][CH:22]=[C:23]([C:26]3[CH:31]=[CH:30][C:29]([C:32]([CH3:36])([CH3:35])[C:33]#[N:34])=[CH:28][CH:27]=3)[CH:24]=2)[NH:19][N:18]=1. The catalyst class is: 2. (5) Reactant: [CH2:1]([O:3][C:4]1[CH:9]=[CH:8][C:7]([S:10](Cl)(=[O:12])=[O:11])=[CH:6][C:5]=1[C:14]1[NH:19][C:18](=[O:20])[C:17]2=[C:21]([CH3:27])[N:22]=[C:23]([CH2:24][CH2:25][CH3:26])[N:16]2[N:15]=1)[CH3:2].FC(F)(F)C(O)=O.[CH3:35][N:36]1[O:40][NH+:39]([O-:41])[CH:38]=[C:37]1[C:42]([N:44]1[CH2:49][CH2:48][NH:47][CH2:46][CH2:45]1)=[O:43].C(N(CC)CC)C. Product: [CH2:1]([O:3][C:4]1[CH:9]=[CH:8][C:7]([S:10]([N:47]2[CH2:46][CH2:45][N:44]([C:42]([C:37]3[N:36]([CH3:35])[O:40][NH+:39]([O-:41])[CH:38]=3)=[O:43])[CH2:49][CH2:48]2)(=[O:12])=[O:11])=[CH:6][C:5]=1[C:14]1[NH:19][C:18](=[O:20])[C:17]2=[C:21]([CH3:27])[N:22]=[C:23]([CH2:24][CH2:25][CH3:26])[N:16]2[N:15]=1)[CH3:2]. The catalyst class is: 4. (6) Reactant: [F:1][C:2]([F:11])([F:10])[O:3][C:4]1[CH:9]=[CH:8][CH:7]=[CH:6][CH:5]=1.CN(C)CCN(C)C.C([Li])(CC)C.[CH2:25]1[O:28][C@@H:26]1[CH3:27].B(F)(F)F.CCOCC.OS(O)(=O)=O. Product: [F:1][C:2]([F:10])([F:11])[O:3][C:4]1[CH:9]=[CH:8][CH:7]=[CH:6][C:5]=1[CH2:25][C@H:26]([OH:28])[CH3:27]. The catalyst class is: 30. (7) Reactant: [CH3:1][O:2][C:3]1[CH:4]=[C:5]([CH:7]=[CH:8][CH:9]=1)[NH2:6].C(N(CC)CC)C.[N+:17]([C:20]1[CH:25]=[CH:24][CH:23]=[CH:22][C:21]=1[S:26](Cl)(=[O:28])=[O:27])([O-:19])=[O:18]. Product: [CH3:1][O:2][C:3]1[CH:4]=[C:5]([NH:6][S:26]([C:21]2[CH:22]=[CH:23][CH:24]=[CH:25][C:20]=2[N+:17]([O-:19])=[O:18])(=[O:27])=[O:28])[CH:7]=[CH:8][CH:9]=1. The catalyst class is: 1.